This data is from Full USPTO retrosynthesis dataset with 1.9M reactions from patents (1976-2016). The task is: Predict the reactants needed to synthesize the given product. (1) Given the product [Br:1][C:2]1[CH:3]=[CH:4][C:5]([Cl:15])=[C:6]([CH:14]=1)[C:7]([NH:9][CH2:10][CH2:11][N:12]([CH:37]=[O:38])[OH:13])=[O:8], predict the reactants needed to synthesize it. The reactants are: [Br:1][C:2]1[CH:3]=[CH:4][C:5]([Cl:15])=[C:6]([CH:14]=1)[C:7]([NH:9][CH2:10][CH:11]=[N:12][OH:13])=[O:8].CN(C1C=CC(N=NC2C=CC(S(O)(=O)=O)=CC=2)=CC=1)C.[CH3:37][OH:38].Cl.C([BH3-])#N.[Na+]. (2) Given the product [CH3:1][O:2][C:5]1[N:10]=[N:9][C:8]([N:11]2[C:15]([C:16]3[CH:21]=[C:20]([CH3:22])[CH:19]=[CH:18][N:17]=3)=[CH:14][C:13]([C:23]([OH:25])=[O:24])=[N:12]2)=[CH:7][CH:6]=1, predict the reactants needed to synthesize it. The reactants are: [CH3:1][O-:2].[Na+].Cl[C:5]1[N:10]=[N:9][C:8]([N:11]2[C:15]([C:16]3[CH:21]=[C:20]([CH3:22])[CH:19]=[CH:18][N:17]=3)=[CH:14][C:13]([C:23]([O:25]CC)=[O:24])=[N:12]2)=[CH:7][CH:6]=1.Cl.C(Cl)(Cl)Cl. (3) Given the product [Cl:28][C:29]1[C:34]2[N:35]=[C:16]([NH:15][C:4]3[CH:5]=[CH:6][C:7]([C:9]4[CH:10]=[N:11][N:12]([CH3:14])[CH:13]=4)=[CH:8][C:3]=3[O:2][CH3:1])[N:37]=[CH:38][C:33]=2[CH:32]=[C:31]([CH:43]2[CH2:44][CH2:45]2)[N:30]=1, predict the reactants needed to synthesize it. The reactants are: [CH3:1][O:2][C:3]1[CH:8]=[C:7]([C:9]2[CH:10]=[N:11][N:12]([CH3:14])[CH:13]=2)[CH:6]=[CH:5][C:4]=1[NH:15][CH:16]=O.C[Si](C)(C)[N-][Si](C)(C)C.[Na+].[Cl:28][C:29]1[C:34]2[N:35]=C(S(C)(=O)=O)[N:37]=[CH:38][C:33]=2[CH:32]=[C:31]([CH:43]2[CH2:45][CH2:44]2)[N:30]=1.[OH-].[Na+].